This data is from Catalyst prediction with 721,799 reactions and 888 catalyst types from USPTO. The task is: Predict which catalyst facilitates the given reaction. Reactant: [C:1]([O:5][C:6](=[O:22])[CH2:7][CH2:8][O:9][CH2:10][CH2:11][O:12][CH2:13][CH2:14][O:15][CH2:16][CH2:17][O:18][CH2:19][CH2:20][SH:21])([CH3:4])([CH3:3])[CH3:2].[N:23]1[CH:28]=[CH:27][CH:26]=[CH:25][C:24]=1[S:29][S:29][C:24]1[CH:25]=[CH:26][CH:27]=[CH:28][N:23]=1.C(O)(=O)C. Product: [C:1]([O:5][C:6](=[O:22])[CH2:7][CH2:8][O:9][CH2:10][CH2:11][O:12][CH2:13][CH2:14][O:15][CH2:16][CH2:17][O:18][CH2:19][CH2:20][S:21][S:29][C:24]1[CH:25]=[CH:26][CH:27]=[CH:28][N:23]=1)([CH3:3])([CH3:2])[CH3:4]. The catalyst class is: 8.